Dataset: Full USPTO retrosynthesis dataset with 1.9M reactions from patents (1976-2016). Task: Predict the reactants needed to synthesize the given product. (1) Given the product [Cl:17][C:11]1[C:10]([CH3:18])=[C:9]([C:6]2[CH:7]=[CH:8][N:4]([CH2:3][C@@H:2]([NH:1][C:30]([C:28]3[NH:27][N:26]=[C:25]([C:21]4[O:20][CH:24]=[CH:23][CH:22]=4)[CH:29]=3)=[O:31])[CH3:19])[N:5]=2)[CH:16]=[CH:15][C:12]=1[C:13]#[N:14], predict the reactants needed to synthesize it. The reactants are: [NH2:1][C@@H:2]([CH3:19])[CH2:3][N:4]1[CH:8]=[CH:7][C:6]([C:9]2[CH:16]=[CH:15][C:12]([C:13]#[N:14])=[C:11]([Cl:17])[C:10]=2[CH3:18])=[N:5]1.[O:20]1[CH:24]=[CH:23][CH:22]=[C:21]1[C:25]1[CH:29]=[C:28]([C:30](O)=[O:31])[NH:27][N:26]=1.C1C=CC2N(O)N=NC=2C=1.CCN(C(C)C)C(C)C.CCN=C=NCCCN(C)C. (2) Given the product [CH:1]([C@@H:14]1[O:15][CH2:16][C@@H:17]([OH:18])[C@@H:19]([NH:28][CH2:27][C:26]2[CH:29]=[CH:30][C:23]([O:22][CH3:21])=[CH:24][CH:25]=2)[CH2:20]1)([C:8]1[CH:13]=[CH:12][CH:11]=[CH:10][CH:9]=1)[C:2]1[CH:3]=[CH:4][CH:5]=[CH:6][CH:7]=1, predict the reactants needed to synthesize it. The reactants are: [CH:1]([C@H:14]1[CH2:20][C@@H:19]2[C@@H:17]([O:18]2)[CH2:16][O:15]1)([C:8]1[CH:13]=[CH:12][CH:11]=[CH:10][CH:9]=1)[C:2]1[CH:7]=[CH:6][CH:5]=[CH:4][CH:3]=1.[CH3:21][O:22][C:23]1[CH:30]=[CH:29][C:26]([CH2:27][NH2:28])=[CH:25][CH:24]=1.